Predict the reactants needed to synthesize the given product. From a dataset of Full USPTO retrosynthesis dataset with 1.9M reactions from patents (1976-2016). (1) The reactants are: CNC1(NC)C=CN=CC1.[C:11]([C:15]1[CH:16]=[C:17]([C:22]2[N:26]([CH3:27])[C:25]([C:28]#[N:29])=[CH:24][CH:23]=2)[CH:18]=[CH:19][C:20]=1[OH:21])([CH3:14])([CH3:13])[CH3:12].BrC1C=CC(O)=C(C(C)(C)C)C=1.CN1C=CC=C1C#N.[S:50](O[S:50]([C:53]([F:56])([F:55])[F:54])(=[O:52])=[O:51])([C:53]([F:56])([F:55])[F:54])(=[O:52])=[O:51].Cl. Given the product [F:54][C:53]([F:56])([F:55])[S:50]([O:21][C:20]1[CH:19]=[CH:18][C:17]([C:22]2[N:26]([CH3:27])[C:25]([C:28]#[N:29])=[CH:24][CH:23]=2)=[CH:16][C:15]=1[C:11]([CH3:14])([CH3:12])[CH3:13])(=[O:52])=[O:51], predict the reactants needed to synthesize it. (2) Given the product [CH2:1]([N:3]1[CH:7]=[C:6]([C:27]2[CH:35]=[CH:34][CH:33]=[C:32]3[C:28]=2[CH:29]=[C:30]([C:45]2[CH:46]=[CH:47][C:48]([CH:49]=[O:50])=[CH:51][CH:52]=2)[N:31]3[S:36]([C:39]2[CH:44]=[CH:43][CH:42]=[CH:41][CH:40]=2)(=[O:38])=[O:37])[C:5]([C:17]2[CH:18]=[CH:19][C:20]([N+:23]([O-:25])=[O:24])=[CH:21][CH:22]=2)=[N:4]1)[CH3:2], predict the reactants needed to synthesize it. The reactants are: [CH2:1]([N:3]1[CH:7]=[C:6](B2OC(C)(C)C(C)(C)O2)[C:5]([C:17]2[CH:22]=[CH:21][C:20]([N+:23]([O-:25])=[O:24])=[CH:19][CH:18]=2)=[N:4]1)[CH3:2].Br[C:27]1[CH:35]=[CH:34][CH:33]=[C:32]2[C:28]=1[CH:29]=[C:30]([C:45]1[CH:52]=[CH:51][C:48]([CH:49]=[O:50])=[CH:47][CH:46]=1)[N:31]2[S:36]([C:39]1[CH:44]=[CH:43][CH:42]=[CH:41][CH:40]=1)(=[O:38])=[O:37]. (3) The reactants are: [NH2:1][CH:2]1[CH2:7][CH2:6][C:5](=[O:8])[NH:4][C:3]1=[O:9].[CH3:10][C:11]1[O:12][C:13](=O)[C:14]2[C:20]([N+:21]([O-:23])=[O:22])=[CH:19][CH:18]=[CH:17][C:15]=2[N:16]=1. Given the product [CH3:10][C:11]1[N:1]([CH:2]2[CH2:7][CH2:6][C:5](=[O:8])[NH:4][C:3]2=[O:9])[C:13](=[O:12])[C:14]2[C:15](=[CH:17][CH:18]=[CH:19][C:20]=2[N+:21]([O-:23])=[O:22])[N:16]=1, predict the reactants needed to synthesize it. (4) Given the product [C:33]([N:27]1[CH2:32][CH2:31][N:30]([CH2:2][C:3]2[CH:8]=[CH:7][C:6]([CH2:9][CH2:10][NH:11][C:12]([C:14]3[CH:19]=[CH:18][C:17]([C:20]4[CH:25]=[CH:24][C:23]([Cl:26])=[CH:22][CH:21]=4)=[CH:16][CH:15]=3)=[O:13])=[CH:5][CH:4]=2)[CH2:29][CH2:28]1)(=[O:35])[CH3:34], predict the reactants needed to synthesize it. The reactants are: Br[CH2:2][C:3]1[CH:8]=[CH:7][C:6]([CH2:9][CH2:10][NH:11][C:12]([C:14]2[CH:19]=[CH:18][C:17]([C:20]3[CH:25]=[CH:24][C:23]([Cl:26])=[CH:22][CH:21]=3)=[CH:16][CH:15]=2)=[O:13])=[CH:5][CH:4]=1.[N:27]1([C:33](=[O:35])[CH3:34])[CH2:32][CH2:31][NH:30][CH2:29][CH2:28]1. (5) Given the product [Br:1][C:2]1[CH:3]=[C:4]([CH:8]=[CH:9][C:10]=1[OH:11])[C:5]([O:7][CH3:17])=[O:6], predict the reactants needed to synthesize it. The reactants are: [Br:1][C:2]1[CH:3]=[C:4]([CH:8]=[CH:9][C:10]=1[OH:11])[C:5]([OH:7])=[O:6].S(=O)(=O)(O)O.[CH3:17]O.